The task is: Regression/Classification. Given a drug SMILES string, predict its absorption, distribution, metabolism, or excretion properties. Task type varies by dataset: regression for continuous measurements (e.g., permeability, clearance, half-life) or binary classification for categorical outcomes (e.g., BBB penetration, CYP inhibition). Dataset: cyp2d6_veith.. This data is from CYP2D6 inhibition data for predicting drug metabolism from PubChem BioAssay. (1) The molecule is Cc1ccc2cc3cc(C(=O)N4CCC5(CC4)OCCO5)oc3nc2c1. The result is 0 (non-inhibitor). (2) The result is 1 (inhibitor). The compound is COC(=O)N1CCC2(CCN(C(=O)Nc3cccc(F)c3)CC2)CC1.